Dataset: NCI-60 drug combinations with 297,098 pairs across 59 cell lines. Task: Regression. Given two drug SMILES strings and cell line genomic features, predict the synergy score measuring deviation from expected non-interaction effect. (1) Drug 1: CNC(=O)C1=CC=CC=C1SC2=CC3=C(C=C2)C(=NN3)C=CC4=CC=CC=N4. Drug 2: C1=NC(=NC(=O)N1C2C(C(C(O2)CO)O)O)N. Cell line: 786-0. Synergy scores: CSS=5.81, Synergy_ZIP=1.58, Synergy_Bliss=2.47, Synergy_Loewe=0.375, Synergy_HSA=1.41. (2) Drug 1: CC1OCC2C(O1)C(C(C(O2)OC3C4COC(=O)C4C(C5=CC6=C(C=C35)OCO6)C7=CC(=C(C(=C7)OC)O)OC)O)O. Drug 2: COC1=NC(=NC2=C1N=CN2C3C(C(C(O3)CO)O)O)N. Cell line: 786-0. Synergy scores: CSS=35.8, Synergy_ZIP=-4.37, Synergy_Bliss=-0.535, Synergy_Loewe=-2.50, Synergy_HSA=1.39. (3) Synergy scores: CSS=33.7, Synergy_ZIP=-0.696, Synergy_Bliss=-1.35, Synergy_Loewe=-12.6, Synergy_HSA=-0.433. Drug 2: CC12CCC3C(C1CCC2O)C(CC4=C3C=CC(=C4)O)CCCCCCCCCS(=O)CCCC(C(F)(F)F)(F)F. Drug 1: C1=CC(=CC=C1CCC2=CNC3=C2C(=O)NC(=N3)N)C(=O)NC(CCC(=O)O)C(=O)O. Cell line: U251. (4) Drug 1: CCC1=C2CN3C(=CC4=C(C3=O)COC(=O)C4(CC)O)C2=NC5=C1C=C(C=C5)O. Drug 2: CCN(CC)CCNC(=O)C1=C(NC(=C1C)C=C2C3=C(C=CC(=C3)F)NC2=O)C. Cell line: A549. Synergy scores: CSS=28.1, Synergy_ZIP=-9.86, Synergy_Bliss=-3.94, Synergy_Loewe=-67.0, Synergy_HSA=-2.39. (5) Drug 1: C1=CC=C(C=C1)NC(=O)CCCCCCC(=O)NO. Drug 2: CCC1(C2=C(COC1=O)C(=O)N3CC4=CC5=C(C=CC(=C5CN(C)C)O)N=C4C3=C2)O.Cl. Cell line: SF-539. Synergy scores: CSS=43.8, Synergy_ZIP=0.475, Synergy_Bliss=0.782, Synergy_Loewe=-11.9, Synergy_HSA=2.31. (6) Drug 1: C1=CC=C(C=C1)NC(=O)CCCCCCC(=O)NO. Drug 2: CC1CCC2CC(C(=CC=CC=CC(CC(C(=O)C(C(C(=CC(C(=O)CC(OC(=O)C3CCCCN3C(=O)C(=O)C1(O2)O)C(C)CC4CCC(C(C4)OC)OCCO)C)C)O)OC)C)C)C)OC. Cell line: SF-295. Synergy scores: CSS=16.0, Synergy_ZIP=-4.23, Synergy_Bliss=-2.11, Synergy_Loewe=1.89, Synergy_HSA=1.94. (7) Drug 1: CC(C1=C(C=CC(=C1Cl)F)Cl)OC2=C(N=CC(=C2)C3=CN(N=C3)C4CCNCC4)N. Drug 2: C(CN)CNCCSP(=O)(O)O. Cell line: KM12. Synergy scores: CSS=27.1, Synergy_ZIP=-1.38, Synergy_Bliss=-5.37, Synergy_Loewe=-48.1, Synergy_HSA=-7.73. (8) Drug 1: CC(C)(C#N)C1=CC(=CC(=C1)CN2C=NC=N2)C(C)(C)C#N. Drug 2: C1CNP(=O)(OC1)N(CCCl)CCCl. Cell line: A498. Synergy scores: CSS=-2.53, Synergy_ZIP=0.0221, Synergy_Bliss=-1.99, Synergy_Loewe=-3.00, Synergy_HSA=-2.72.